From a dataset of Catalyst prediction with 721,799 reactions and 888 catalyst types from USPTO. Predict which catalyst facilitates the given reaction. (1) Reactant: [NH2:1][NH2:2].Cl.[Cl:4][C:5]1[CH:10]=[CH:9][N:8]=[C:7]([C:11]([O:13]C)=O)[CH:6]=1.C1COCC1. Product: [Cl:4][C:5]1[CH:10]=[CH:9][N:8]=[C:7]([C:11]([NH:1][NH2:2])=[O:13])[CH:6]=1. The catalyst class is: 5. (2) Reactant: C1(P(C2C=CC=CC=2)C2C=CC=CC=2)C=CC=CC=1.N(C(OCC)=O)=NC(OCC)=O.[OH:32][C:33]1[CH:43]=[CH:42][C:36]([C:37]([O:39][CH2:40]C)=[O:38])=[CH:35][CH:34]=1.[CH2:44]([C:48]1[CH:55]=[CH:54][C:51]([CH2:52]O)=[CH:50][CH:49]=1)[CH2:45][CH2:46][CH3:47]. Product: [CH2:44]([C:48]1[CH:49]=[CH:50][C:51]([CH2:52][O:32][C:33]2[CH:43]=[CH:42][C:36]([C:37]([O:39][CH3:40])=[O:38])=[CH:35][CH:34]=2)=[CH:54][CH:55]=1)[CH2:45][CH2:46][CH3:47]. The catalyst class is: 1. (3) Reactant: [CH3:1][C@H:2]1[CH2:7][N:6]([C:8]2[CH:13]=[CH:12][C:11]([NH:14][C:15]3[N:16]=[CH:17][C:18]4[CH:23]=[CH:22][N:21]([CH2:24][C:25]5[C:26]([N:31]([CH3:36])[S:32]([CH3:35])(=[O:34])=[O:33])=[N:27][CH:28]=[CH:29][CH:30]=5)[C:19]=4[N:20]=3)=[CH:10][CH:9]=2)[CH2:5][CH2:4][N:3]1C(OC(C)(C)C)=O.C(O)(C(F)(F)F)=O. Product: [CH3:36][N:31]([C:26]1[C:25]([CH2:24][N:21]2[C:19]3[N:20]=[C:15]([NH:14][C:11]4[CH:12]=[CH:13][C:8]([N:6]5[CH2:5][CH2:4][NH:3][C@@H:2]([CH3:1])[CH2:7]5)=[CH:9][CH:10]=4)[N:16]=[CH:17][C:18]=3[CH:23]=[CH:22]2)=[CH:30][CH:29]=[CH:28][N:27]=1)[S:32]([CH3:35])(=[O:33])=[O:34]. The catalyst class is: 2. (4) Reactant: [F:1][C:2]1[C:3]([O:20][CH3:21])=[C:4]([C:8]2[NH:9][C:10]([CH3:19])=[C:11]([CH2:15][CH:16]([CH3:18])[CH3:17])[C:12](=[O:14])[N:13]=2)[CH:5]=[CH:6][CH:7]=1.[H-].[Li+].[Li+].[Br-].[F:26][C:27]1[CH:35]=[CH:34][CH:33]=[CH:32][C:28]=1[CH2:29][CH2:30]Br. Product: [F:1][C:2]1[C:3]([O:20][CH3:21])=[C:4]([C:8]2[N:13]([CH2:30][CH2:29][C:28]3[CH:32]=[CH:33][CH:34]=[CH:35][C:27]=3[F:26])[C:12](=[O:14])[C:11]([CH2:15][CH:16]([CH3:17])[CH3:18])=[C:10]([CH3:19])[N:9]=2)[CH:5]=[CH:6][CH:7]=1. The catalyst class is: 3. (5) Reactant: [Br:1][C:2]1[CH:7]=[C:6]([N+:8]([O-:10])=[O:9])[CH:5]=[C:4]([O:11]C)[CH:3]=1.B(Br)(Br)Br.COC. Product: [Br:1][C:2]1[CH:3]=[C:4]([OH:11])[CH:5]=[C:6]([N+:8]([O-:10])=[O:9])[CH:7]=1. The catalyst class is: 4.